Dataset: Reaction yield outcomes from USPTO patents with 853,638 reactions. Task: Predict the reaction yield, written as a fraction of the theoretical maximum amount of product (1.0 means a 100% yield; for example, 0.34 means a 34% yield). The reactants are ClC1C=CC=C(C(OO)=[O:9])C=1.[CH3:12][O:13][C:14]1[CH:19]=[CH:18][CH:17]=[CH:16][C:15]=1[S:20][CH3:21].[OH2:22]. The catalyst is C(Cl)Cl. The product is [CH3:21][S:20]([C:15]1[CH:16]=[CH:17][CH:18]=[CH:19][C:14]=1[O:13][CH3:12])(=[O:9])=[O:22]. The yield is 0.916.